Dataset: Full USPTO retrosynthesis dataset with 1.9M reactions from patents (1976-2016). Task: Predict the reactants needed to synthesize the given product. Given the product [NH:25]1[C:26]2[C:22](=[CH:21][C:20]([N:17]3[CH2:18][CH2:19][N:15]([C:10]4[CH:11]=[N:12][CH:13]=[CH:14][C:9]=4[CH3:8])[C:16]3=[O:37])=[CH:28][CH:27]=2)[CH:23]=[N:24]1, predict the reactants needed to synthesize it. The reactants are: C(O)(C(F)(F)F)=O.[CH3:8][C:9]1[CH:14]=[CH:13][N:12]=[CH:11][C:10]=1[N:15]1[CH2:19][CH2:18][N:17]([C:20]2[CH:21]=[C:22]3[C:26](=[CH:27][CH:28]=2)[N:25](COCC[Si](C)(C)C)[N:24]=[CH:23]3)[C:16]1=[O:37].CO.